From a dataset of Forward reaction prediction with 1.9M reactions from USPTO patents (1976-2016). Predict the product of the given reaction. (1) Given the reactants O1CC[CH2:3][CH2:2]1.[H-].[Na+].[C:8]([O:14][CH2:15][CH3:16])(=[O:13])[CH2:9][C:10]([O-:12])=[O:11].Cl[C:18]1[CH:23]=[C:22]([O:24][CH:25]2[CH2:34][CH2:33][C:28]3([O:32][CH2:31][CH2:30][O:29]3)[CH2:27][CH2:26]2)[N:21]=[C:20]([C:35]([F:38])([F:37])[F:36])[N:19]=1, predict the reaction product. The product is: [O:32]1[C:28]2([CH2:33][CH2:34][CH:25]([O:24][C:22]3[N:21]=[C:20]([C:35]([F:38])([F:37])[F:36])[N:19]=[C:18]([CH:9]([C:10]([O:12][CH2:2][CH3:3])=[O:11])[C:8]([O:14][CH2:15][CH3:16])=[O:13])[CH:23]=3)[CH2:26][CH2:27]2)[O:29][CH2:30][CH2:31]1. (2) Given the reactants C(N(CC)CC)C.Br[C:9]1[CH:30]=[CH:29][C:12]([C:13]([NH:15][S:16]([C:19]2[CH:24]=[CH:23][CH:22]=[CH:21][C:20]=2[S:25](=[O:28])(=[O:27])[NH2:26])(=[O:18])=[O:17])=[O:14])=[CH:11][C:10]=1[O:31][CH2:32][CH2:33][C:34]([F:37])([F:36])[F:35].[CH:38]1([C:41]#[CH:42])[CH2:40][CH2:39]1, predict the reaction product. The product is: [CH:38]1([C:41]#[C:42][C:9]2[CH:30]=[CH:29][C:12]([C:13]([NH:15][S:16]([C:19]3[CH:24]=[CH:23][CH:22]=[CH:21][C:20]=3[S:25](=[O:28])(=[O:27])[NH2:26])(=[O:18])=[O:17])=[O:14])=[CH:11][C:10]=2[O:31][CH2:32][CH2:33][C:34]([F:37])([F:36])[F:35])[CH2:40][CH2:39]1. (3) Given the reactants [F:1][C:2]([F:16])([F:15])[C:3]1[CH:4]=[C:5]([CH:8]=[C:9]([C:11]([F:14])([F:13])[F:12])[CH:10]=1)[CH:6]=O.[CH3:17][C:18]([S@@:21]([NH2:23])=[O:22])([CH3:20])[CH3:19].O, predict the reaction product. The product is: [F:1][C:2]([F:16])([F:15])[C:3]1[CH:4]=[C:5]([CH:8]=[C:9]([C:11]([F:14])([F:13])[F:12])[CH:10]=1)[CH:6]=[N:23][S@:21]([C:18]([CH3:20])([CH3:19])[CH3:17])=[O:22]. (4) Given the reactants C(O)(C(F)(F)F)=O.[Cl:8][C:9]1[C:14]([NH:15][C:16]2[N:21]=[C:20]([N:22]([CH:32]3[CH2:34][CH2:33]3)CC3C=CC(OC)=CC=3)[C:19]3=[N:35][CH:36]=[C:37]([C:38]#[N:39])[N:18]3[N:17]=2)=[CH:13][C:12]([C:40]#[N:41])=[CH:11][C:10]=1[N:42]1[CH2:50][C@H:49]2[C@H:44]([N:45](C(OC(C)(C)C)=O)[CH2:46][CH2:47][CH2:48]2)[CH2:43]1.C1(OC)C=CC=CC=1, predict the reaction product. The product is: [Cl:8][C:9]1[C:10]([N:42]2[CH2:50][C@H:49]3[C@H:44]([NH:45][CH2:46][CH2:47][CH2:48]3)[CH2:43]2)=[CH:11][C:12]([C:40]#[N:41])=[CH:13][C:14]=1[NH:15][C:16]1[N:21]=[C:20]([NH:22][CH:32]2[CH2:33][CH2:34]2)[C:19]2=[N:35][CH:36]=[C:37]([C:38]#[N:39])[N:18]2[N:17]=1. (5) Given the reactants [CH2:1]([O:8][CH:9]([CH3:16])[C:10](=[O:15])[CH2:11][C:12](=O)[CH3:13])[C:2]1[CH:7]=[CH:6][CH:5]=[CH:4][CH:3]=1.[C:17]([C:19]1[CH:26]=[CH:25][C:22]([CH:23]=O)=[CH:21][CH:20]=1)#[N:18].[F:27][C:28]([F:40])([F:39])[C:29]1[CH:30]=[C:31]([NH:35][C:36]([NH2:38])=[O:37])[CH:32]=[CH:33][CH:34]=1, predict the reaction product. The product is: [CH2:1]([O:8][CH:9]([CH3:16])[C:10]([C:11]1[CH:23]([C:22]2[CH:25]=[CH:26][C:19]([C:17]#[N:18])=[CH:20][CH:21]=2)[NH:38][C:36](=[O:37])[N:35]([C:31]2[CH:32]=[CH:33][CH:34]=[C:29]([C:28]([F:39])([F:40])[F:27])[CH:30]=2)[C:12]=1[CH3:13])=[O:15])[C:2]1[CH:7]=[CH:6][CH:5]=[CH:4][CH:3]=1. (6) Given the reactants [F:1][CH:2]([F:42])[C:3]1[N:7]([C:8]2[N:9]=[C:10]([N:30]3[CH2:35][CH2:34][O:33][CH2:32][CH2:31]3)[C:11]3[N:16]=[N:15][N:14]([CH:17]4[CH2:22][CH2:21][N:20](C(OC(C)(C)C)=O)[CH2:19][CH2:18]4)[C:12]=3[N:13]=2)[C:6]2[CH:36]=[CH:37][CH:38]=[C:39]([O:40][CH3:41])[C:5]=2[N:4]=1.C(O)(C(F)(F)F)=O.N, predict the reaction product. The product is: [F:42][CH:2]([F:1])[C:3]1[N:7]([C:8]2[N:9]=[C:10]([N:30]3[CH2:31][CH2:32][O:33][CH2:34][CH2:35]3)[C:11]3[N:16]=[N:15][N:14]([CH:17]4[CH2:18][CH2:19][NH:20][CH2:21][CH2:22]4)[C:12]=3[N:13]=2)[C:6]2[CH:36]=[CH:37][CH:38]=[C:39]([O:40][CH3:41])[C:5]=2[N:4]=1.